From a dataset of Full USPTO retrosynthesis dataset with 1.9M reactions from patents (1976-2016). Predict the reactants needed to synthesize the given product. The reactants are: C[N:2]([CH:4]=O)C.[C:6]([CH2:9][C@H:10]1[CH2:15][CH2:14][C@H:13]([O:16][C:17]([N:19]2[CH2:28][CH2:27][C:26]3[C:21](=[CH:22][CH:23]=[C:24]([NH:29][C:30]([NH:32][C:33]4[CH:38]=[CH:37][CH:36]=[CH:35][C:34]=4[F:39])=[O:31])[CH:25]=3)[CH2:20]2)=[O:18])[CH2:12][CH2:11]1)(O)=[O:7].CN([P+](O[N:51]1[N:59]=[N:58]C2C=CC=CC1=2)(N(C)C)N(C)C)C.F[P-](F)(F)(F)(F)F.C([N:70](C(C)C)CC)(C)C. Given the product [NH:51]1[C:4]([NH:2][C:6]([CH2:9][C@H:10]2[CH2:15][CH2:14][C@H:13]([O:16][C:17]([N:19]3[CH2:28][CH2:27][C:26]4[C:21](=[CH:22][CH:23]=[C:24]([NH:29][C:30]([NH:32][C:33]5[CH:38]=[CH:37][CH:36]=[CH:35][C:34]=5[F:39])=[O:31])[CH:25]=4)[CH2:20]3)=[O:18])[CH2:12][CH2:11]2)=[O:7])=[N:70][N:58]=[N:59]1, predict the reactants needed to synthesize it.